From a dataset of Catalyst prediction with 721,799 reactions and 888 catalyst types from USPTO. Predict which catalyst facilitates the given reaction. (1) Reactant: [CH2:1]([O:3][C:4]1[C:5]([CH2:17]Br)=[C:6]([N:10]2[C:14](=[O:15])[N:13]([CH3:16])[N:12]=[N:11]2)[CH:7]=[CH:8][CH:9]=1)[CH3:2].[CH3:19][C:20]1[CH:25]=[C:24]([N:26]2[C:30]([CH3:31])=[C:29]([CH3:32])[C:28]([CH3:33])=[N:27]2)[CH:23]=[CH:22][C:21]=1[OH:34].C(=O)([O-])[O-].[K+].[K+]. Product: [CH2:1]([O:3][C:4]1[C:5]([CH2:17][O:34][C:21]2[CH:22]=[CH:23][C:24]([N:26]3[C:30]([CH3:31])=[C:29]([CH3:32])[C:28]([CH3:33])=[N:27]3)=[CH:25][C:20]=2[CH3:19])=[C:6]([N:10]2[C:14](=[O:15])[N:13]([CH3:16])[N:12]=[N:11]2)[CH:7]=[CH:8][CH:9]=1)[CH3:2]. The catalyst class is: 10. (2) Reactant: [CH:1]([C:4]1[CH:9]=[CH:8][CH:7]=[C:6]([CH:10]([CH3:12])[CH3:11])[C:5]=1[N:13]1[C:22](=[O:23])[C:21]2[CH:24]=[C:25](Br)[C:26]3[O:27][C:28]4[C:33]([C:18]5[C:19]=3[C:20]=2[C:15](=[CH:16][C:17]=5[O:35][C:36]2[CH:41]=[CH:40][CH:39]=[CH:38][CH:37]=2)[C:14]1=[O:42])=[CH:32][CH:31]=[CH:30][CH:29]=4)([CH3:3])[CH3:2]. Product: [CH:1]([C:4]1[CH:9]=[CH:8][CH:7]=[C:6]([CH:10]([CH3:12])[CH3:11])[C:5]=1[N:13]1[C:22](=[O:23])[C:21]2[CH:24]=[CH:25][C:26]3[O:27][C:28]4[C:33]([C:18]5[C:19]=3[C:20]=2[C:15](=[CH:16][C:17]=5[O:35][C:36]2[CH:41]=[CH:40][CH:39]=[CH:38][CH:37]=2)[C:14]1=[O:42])=[CH:32][CH:31]=[CH:30][CH:29]=4)([CH3:2])[CH3:3]. The catalyst class is: 358. (3) Reactant: C([O:3][C:4](=[O:40])[C@H:5]([N:33]([CH2:37][CH2:38][CH3:39])[CH2:34][CH2:35][CH3:36])[CH2:6][CH2:7][CH2:8][N:9]([CH2:11][C:12]1[CH:17]=[CH:16][C:15]([CH2:18][N:19]([CH2:27][C:28]2[NH:29][CH:30]=[CH:31][N:32]=2)[CH2:20][C:21]2[N:22]([CH3:26])[CH:23]=[CH:24][N:25]=2)=[CH:14][CH:13]=1)[CH3:10])C. Product: [CH2:34]([N:33]([C@H:5]([CH2:6][CH2:7][CH2:8][N:9]([CH2:11][C:12]1[CH:13]=[CH:14][C:15]([CH2:18][N:19]([CH2:27][C:28]2[NH:29][CH:30]=[CH:31][N:32]=2)[CH2:20][C:21]2[N:22]([CH3:26])[CH:23]=[CH:24][N:25]=2)=[CH:16][CH:17]=1)[CH3:10])[C:4]([OH:40])=[O:3])[CH2:37][CH2:38][CH3:39])[CH2:35][CH3:36]. The catalyst class is: 126. (4) Reactant: [CH3:1][N:2]1[N:7]=[C:6](Cl)[CH:5]=[C:4]([Cl:9])[NH:3]1.[NH:10]1[CH2:15][CH2:14][O:13][CH2:12][CH2:11]1. Product: [CH3:1][N:2]1[N:3]=[C:4]([Cl:9])[CH:5]=[C:6]([N:10]2[CH2:15][CH2:14][O:13][CH2:12][CH2:11]2)[NH:7]1. The catalyst class is: 4. (5) Reactant: [C:1]([C:4]1[CH:9]=[CH:8][C:7]([NH:10][CH2:11][C@@H:12]([NH:16]C(=O)OC(C)(C)C)[CH2:13][O:14][CH3:15])=[CH:6][C:5]=1[NH:24][C:25]1[S:29][N:28]=[C:27]([CH3:30])[CH:26]=1)(=[O:3])[NH2:2].[C:31]([OH:37])([C:33]([F:36])([F:35])[F:34])=[O:32]. The catalyst class is: 2. Product: [NH2:16][C@@H:12]([CH2:13][O:14][CH3:15])[CH2:11][NH:10][C:7]1[CH:8]=[CH:9][C:4]([C:1]([NH2:2])=[O:3])=[C:5]([NH:24][C:25]2[S:29][N:28]=[C:27]([CH3:30])[CH:26]=2)[CH:6]=1.[C:31]([OH:37])([C:33]([F:36])([F:35])[F:34])=[O:32]. (6) Reactant: C(N(CC)CC)C.[CH3:8][C:9]1[CH:15]=[C:14]([CH3:16])[CH:13]=[CH:12][C:10]=1[NH2:11].[Br:17][CH2:18][C:19](Br)=[O:20]. Product: [Br:17][CH2:18][C:19]([NH:11][C:10]1[CH:12]=[CH:13][C:14]([CH3:16])=[CH:15][C:9]=1[CH3:8])=[O:20]. The catalyst class is: 2. (7) Reactant: ClC1C=CC(C2C3C(C)=NN(C4CN(C(OC(C)(C)C)=O)C4)C=3C(=O)N2C2C=C(C)C3N(C(C)=NN=3)C=2)=CC=1.CCCCCCC.CCO.[Cl:50][C:51]1[CH:56]=[CH:55][C:54]([CH:57]2[C:64]3[C:63]([CH:65]4[CH2:67][CH2:66]4)=[N:62][N:61]([CH3:68])[C:60]=3[C:59](=[O:69])[N:58]2[C:70]2[CH:71]=[C:72]([CH3:80])[C:73]3[N:74]([C:76]([CH3:79])=[N:77][N:78]=3)[CH:75]=2)=[CH:53][CH:52]=1. Product: [Cl:50][C:51]1[CH:52]=[CH:53][C:54]([C@@H:57]2[C:64]3[C:63]([CH:65]4[CH2:67][CH2:66]4)=[N:62][N:61]([CH3:68])[C:60]=3[C:59](=[O:69])[N:58]2[C:70]2[CH:71]=[C:72]([CH3:80])[C:73]3[N:74]([C:76]([CH3:79])=[N:77][N:78]=3)[CH:75]=2)=[CH:55][CH:56]=1. The catalyst class is: 27.